From a dataset of M1 muscarinic receptor agonist screen with 61,833 compounds. Binary Classification. Given a drug SMILES string, predict its activity (active/inactive) in a high-throughput screening assay against a specified biological target. The molecule is S(CC(=O)N1CCOCC1)c1n(c(O)c(Cc2ccccc2)c(=O)n1)CC=C. The result is 0 (inactive).